Task: Predict the reaction yield, written as a fraction of the theoretical maximum amount of product (1.0 means a 100% yield; for example, 0.34 means a 34% yield).. Dataset: Reaction yield outcomes from USPTO patents with 853,638 reactions (1) The reactants are Br[C:2]1[C:7]2[S:8][C:9]([C:11]3[C:18]([Cl:19])=[CH:17][C:14]([C:15]#[N:16])=[CH:13][C:12]=3[Cl:20])=[N:10][C:6]=2[C:5]([F:21])=[CH:4][N:3]=1.C[Si](Br)(C)C.ClC1C=C(C=C(Cl)C=1C1S[C:38]2[C:39](Cl)=[N:40][CH:41]=[C:42](F)[C:43]=2[N:44]=1)C#N.[C:48]([O-])([OH:50])=[O:49].[Na+].C(#[N:56])CC. No catalyst specified. The product is [CH:48]([OH:50])=[O:49].[Cl:20][C:12]1[CH:13]=[C:14]([CH:17]=[C:18]([Cl:19])[C:11]=1[C:9]1[S:8][C:7]2[C:2]([NH:56][C:39]3[CH:38]=[C:43]([CH3:42])[N:44]=[CH:41][N:40]=3)=[N:3][CH:4]=[C:5]([F:21])[C:6]=2[N:10]=1)[C:15]#[N:16]. The yield is 0.900. (2) The reactants are [O:1]=[C:2]1[C:11]2[CH:10]=[CH:9][CH:8]=[C:7]3[NH:12][CH:13]([C:21]4[CH:28]=[CH:27][C:24]([CH:25]=O)=[CH:23][CH:22]=4)[CH:14]([C:15]4[CH:20]=[CH:19][CH:18]=[CH:17][CH:16]=4)[C:5]([C:6]=23)=[N:4][NH:3]1.C(O)(=O)C.[CH2:33]([N:35]1[CH2:40][CH2:39][NH:38][CH2:37][CH2:36]1)[CH3:34].[BH-](OC(C)=O)(OC(C)=O)OC(C)=O.[Na+]. The catalyst is ClCCl. The product is [CH2:33]([N:35]1[CH2:40][CH2:39][N:38]([CH2:25][C:24]2[CH:23]=[CH:22][C:21]([CH:13]3[NH:12][C:7]4[C:6]5[C:5](=[N:4][NH:3][C:2](=[O:1])[C:11]=5[CH:10]=[CH:9][CH:8]=4)[CH:14]3[C:15]3[CH:20]=[CH:19][CH:18]=[CH:17][CH:16]=3)=[CH:28][CH:27]=2)[CH2:37][CH2:36]1)[CH3:34]. The yield is 0.470. (3) The reactants are [C:1]([C:5]1[CH:10]=[CH:9][C:8]([N+:11]([O-:13])=[O:12])=[CH:7][CH:6]=1)([CH3:4])([CH3:3])[CH3:2].[Br:14]Br.S([O-])(O)=O.[Na+]. The catalyst is S(=O)(=O)(O)O.S([O-])([O-])(=O)=O.[Ag+2]. The product is [Br:14][C:10]1[CH:9]=[C:8]([N+:11]([O-:13])=[O:12])[CH:7]=[CH:6][C:5]=1[C:1]([CH3:4])([CH3:2])[CH3:3]. The yield is 0.980. (4) The reactants are [N:1]12[CH2:8][CH2:7][C:4]([C:9]([C:17]3[CH:22]=[CH:21][CH:20]=[CH:19][CH:18]=3)([C:11]3[CH:16]=[CH:15][CH:14]=[CH:13][CH:12]=3)[OH:10])([CH2:5][CH2:6]1)[CH2:3][CH2:2]2.[Br:23][CH2:24][CH2:25][CH2:26][O:27][C:28]1[CH:33]=[CH:32][C:31]([Br:34])=[CH:30][CH:29]=1. The catalyst is CC#N. The product is [Br-:23].[Br:34][C:31]1[CH:32]=[CH:33][C:28]([O:27][CH2:26][CH2:25][CH2:24][N+:1]23[CH2:6][CH2:5][C:4]([C:9]([OH:10])([C:17]4[CH:22]=[CH:21][CH:20]=[CH:19][CH:18]=4)[C:11]4[CH:12]=[CH:13][CH:14]=[CH:15][CH:16]=4)([CH2:3][CH2:2]2)[CH2:7][CH2:8]3)=[CH:29][CH:30]=1. The yield is 0.754. (5) The reactants are [H-].[Na+].[C:3]([CH2:5][C:6]([NH:8][C:9]1[CH:14]=[CH:13][CH:12]=[CH:11][CH:10]=1)=[O:7])#[N:4].[CH3:15][N:16]1[C:21]2[CH:22]=[CH:23][CH:24]=[CH:25][C:20]=2[C:19](=O)[O:18]C1=O.Cl.C(=O)([O-])O.[K+]. The catalyst is CC(N(C)C)=O. The product is [NH2:4][C:3]1[N:16]([CH3:15])[C:21]2[C:20]([C:19](=[O:18])[C:5]=1[C:6]([NH:8][C:9]1[CH:14]=[CH:13][CH:12]=[CH:11][CH:10]=1)=[O:7])=[CH:25][CH:24]=[CH:23][CH:22]=2. The yield is 0.660. (6) The reactants are [OH:1][CH2:2][CH2:3][N:4]1[CH:8]=[C:7]([NH:9][C:10]2[CH:18]=[C:17]([N:19]3[C:27]4[CH2:26][C:25]([CH3:29])([CH3:28])[CH2:24][C:23](=[O:30])[C:22]=4[C:21]([CH3:31])=[N:20]3)[CH:16]=[CH:15][C:11]=2[C:12]([NH2:14])=[O:13])[CH:6]=[N:5]1.C(N(C(C)C)CC)(C)C.[CH3:41][S:42](Cl)(=[O:44])=[O:43].O. The catalyst is C(Cl)Cl. The product is [C:12]([C:11]1[CH:15]=[CH:16][C:17]([N:19]2[C:27]3[CH2:26][C:25]([CH3:28])([CH3:29])[CH2:24][C:23](=[O:30])[C:22]=3[C:21]([CH3:31])=[N:20]2)=[CH:18][C:10]=1[NH:9][C:7]1[CH:6]=[N:5][N:4]([CH2:3][CH2:2][O:1][S:42]([CH3:41])(=[O:44])=[O:43])[CH:8]=1)(=[O:13])[NH2:14]. The yield is 0.880. (7) The reactants are [CH3:1][C:2]1[C:11]2[C:6](=[CH:7][CH:8]=[CH:9][CH:10]=2)[C:5]([C:12]#[N:13])=[CH:4][CH:3]=1.C1C(=O)N([Br:21])C(=O)C1.CC(N=NC(C#N)(C)C)(C#N)C. The catalyst is C(Cl)(Cl)(Cl)Cl.O. The product is [Br:21][CH2:1][C:2]1[C:11]2[C:6](=[CH:7][CH:8]=[CH:9][CH:10]=2)[C:5]([C:12]#[N:13])=[CH:4][CH:3]=1. The yield is 0.520.